From a dataset of Peptide-MHC class I binding affinity with 185,985 pairs from IEDB/IMGT. Regression. Given a peptide amino acid sequence and an MHC pseudo amino acid sequence, predict their binding affinity value. This is MHC class I binding data. (1) The peptide sequence is LMYFHRRDLR. The MHC is HLA-A31:01 with pseudo-sequence HLA-A31:01. The binding affinity (normalized) is 1.00. (2) The peptide sequence is RMILPMSRAFR. The MHC is HLA-A25:01 with pseudo-sequence HLA-A25:01. The binding affinity (normalized) is 0.0847. (3) The peptide sequence is FLPSDYFPKV. The MHC is HLA-A02:06 with pseudo-sequence HLA-A02:06. The binding affinity (normalized) is 0.751. (4) The peptide sequence is KYLFSPNML. The MHC is HLA-B15:17 with pseudo-sequence HLA-B15:17. The binding affinity (normalized) is 0.0847. (5) The peptide sequence is GEILLLEWLA. The MHC is HLA-B45:01 with pseudo-sequence HLA-B45:01. The binding affinity (normalized) is 0.737.